This data is from Full USPTO retrosynthesis dataset with 1.9M reactions from patents (1976-2016). The task is: Predict the reactants needed to synthesize the given product. (1) Given the product [Br:1][C:2]1[CH:3]=[C:4]([C:8]2[N:9]=[C:10]3[C:15]([CH3:16])=[C:14]([CH3:17])[C:13]([C:18](=[O:19])[C:40]([O:42][CH3:43])=[O:41])=[C:12]([Cl:21])[N:11]3[CH:22]=2)[CH:5]=[CH:6][CH:7]=1, predict the reactants needed to synthesize it. The reactants are: [Br:1][C:2]1[CH:3]=[C:4]([C:8]2[N:9]=[C:10]3[C:15]([CH3:16])=[C:14]([CH3:17])[C:13]([C:18](O)=[O:19])=[C:12]([Cl:21])[N:11]3[CH:22]=2)[CH:5]=[CH:6][CH:7]=1.BrC1C=C(C2N=C3C=C(C)C(C(=O)[C:40]([O:42][CH3:43])=[O:41])=C(Cl)N3C=2)C=CC=1. (2) The reactants are: [Br:1][C:2]1[C:11]2[C:6](=[CH:7][CH:8]=[CH:9][CH:10]=2)[C:5]([C:12](=[O:17])[C:13]([F:16])([F:15])[F:14])=[CH:4][CH:3]=1.[Si]([C:22]([F:25])([F:24])[F:23])(C)(C)C.CCCC[N+](CCCC)(CCCC)CCCC.[F-]. Given the product [Br:1][C:2]1[C:11]2[C:6](=[CH:7][CH:8]=[CH:9][CH:10]=2)[C:5]([C:12]([OH:17])([C:22]([F:25])([F:24])[F:23])[C:13]([F:15])([F:16])[F:14])=[CH:4][CH:3]=1, predict the reactants needed to synthesize it.